Dataset: Full USPTO retrosynthesis dataset with 1.9M reactions from patents (1976-2016). Task: Predict the reactants needed to synthesize the given product. (1) The reactants are: [C:1]([O:5][C:6]([N:8]1[CH2:13][C@@H:12]([N:14]([C:19]([C:21]2[N:25]([CH2:26][CH2:27][CH2:28][CH2:29][O:30][CH3:31])[C:24]3[CH:32]=[C:33]([F:36])[CH:34]=[CH:35][C:23]=3[N:22]=2)=[O:20])[CH2:15][CH:16]([CH3:18])[CH3:17])[CH2:11][C@@H:10]([C:37](O)=[O:38])[CH2:9]1)=[O:7])([CH3:4])([CH3:3])[CH3:2].CN1CCOCC1.C(Cl)(=O)OCC.[BH4-].[Na+]. Given the product [F:36][C:33]1[CH:34]=[CH:35][C:23]2[N:22]=[C:21]([C:19]([N:14]([CH2:15][CH:16]([CH3:18])[CH3:17])[C@H:12]3[CH2:11][C@@H:10]([CH2:37][OH:38])[CH2:9][N:8]([C:6]([O:5][C:1]([CH3:3])([CH3:2])[CH3:4])=[O:7])[CH2:13]3)=[O:20])[N:25]([CH2:26][CH2:27][CH2:28][CH2:29][O:30][CH3:31])[C:24]=2[CH:32]=1, predict the reactants needed to synthesize it. (2) Given the product [Br:22][CH2:19][C:3]1[C:2]([Cl:1])=[C:6]([C:7]2[C:8]([CH3:18])=[CH:9][C:10]([CH3:17])=[C:11]([CH:16]=2)[C:12]([OH:14])=[O:13])[NH:5][N:4]=1, predict the reactants needed to synthesize it. The reactants are: [Cl:1][C:2]1[C:3]([CH2:19]OC)=[N:4][NH:5][C:6]=1[C:7]1[C:8]([CH3:18])=[CH:9][C:10]([CH3:17])=[C:11]([CH:16]=1)[C:12]([O:14]C)=[O:13].[BrH:22].CC(O)=O. (3) Given the product [C:60]([O:64][C:65]([NH:67][C@H:68]([C:72]1[CH:77]=[CH:76][CH:75]=[CH:74][CH:73]=1)[C:69]([N:39]1[CH2:40][C@@H:41]([CH2:43][O:44][CH3:45])[CH2:42][C@H:38]1[C:36]1[NH:37][C:33]([C:30]2[CH:29]=[CH:28][C:27]([C:24]3[CH:25]=[CH:26][C:21]([C:18]4[NH:17][C:16]([C@@H:10]5[CH2:11][C@H:12]([S:14][CH3:15])[CH2:13][N:9]5[C:7](=[O:8])[C@@H:6]([NH:5][C:3](=[O:4])[O:2][CH3:1])[CH:56]([CH3:58])[CH3:57])=[N:20][CH:19]=4)=[CH:22][CH:23]=3)=[CH:32][CH:31]=2)=[CH:34][N:35]=1)=[O:71])=[O:66])([CH3:61])([CH3:62])[CH3:63], predict the reactants needed to synthesize it. The reactants are: [CH3:1][O:2][C:3]([NH:5][C@@H:6]([CH:56]([CH3:58])[CH3:57])[C:7]([N:9]1[CH2:13][C@@H:12]([S:14][CH3:15])[CH2:11][C@H:10]1[C:16]1[NH:17][C:18]([C:21]2[CH:26]=[CH:25][C:24]([C:27]3[CH:32]=[CH:31][C:30]([C:33]4[NH:37][C:36]([C@@H:38]5[CH2:42][C@H:41]([CH2:43][O:44][CH3:45])[CH2:40][N:39]5C(OCC5C=CC=CC=5)=O)=[N:35][CH:34]=4)=[CH:29][CH:28]=3)=[CH:23][CH:22]=2)=[CH:19][N:20]=1)=[O:8])=[O:4].Br.[C:60]([O:64][C:65]([NH:67][C@H:68]([C:72]1[CH:77]=[CH:76][CH:75]=[CH:74][CH:73]=1)[C:69]([OH:71])=O)=[O:66])([CH3:63])([CH3:62])[CH3:61].CCOC(C(C#N)=NOC(N1CCOCC1)=[N+](C)C)=O.F[P-](F)(F)(F)(F)F.CCN(C(C)C)C(C)C. (4) Given the product [C:14]([O:1][C:2]1[CH:9]=[C:8]([CH:10]([CH3:12])[CH3:11])[CH:7]=[C:4]([CH:5]=[O:6])[CH:3]=1)(=[O:15])[CH3:13], predict the reactants needed to synthesize it. The reactants are: [OH:1][C:2]1[CH:3]=[C:4]([CH:7]=[C:8]([CH:10]([CH3:12])[CH3:11])[CH:9]=1)[CH:5]=[O:6].[CH3:13][C:14](OC(C)=O)=[O:15].